Dataset: Catalyst prediction with 721,799 reactions and 888 catalyst types from USPTO. Task: Predict which catalyst facilitates the given reaction. (1) Reactant: [C:1](=[O:4])([O-])O.[Na+].[NH2:6][C:7]1[CH:16]=[CH:15][CH:14]=[C:13]2[C:8]=1[CH:9]=[CH:10][CH:11]=[C:12]2[OH:17].C(Cl)(Cl)=O.[C:22]([C:26]1[CH:33]=[CH:32][C:29]([CH2:30][NH2:31])=[CH:28][CH:27]=1)([CH3:25])([CH3:24])[CH3:23]. Product: [C:22]([C:26]1[CH:27]=[CH:28][C:29]([CH2:30][NH:31][C:1]([NH:6][C:7]2[C:8]3[C:13](=[C:12]([OH:17])[CH:11]=[CH:10][CH:9]=3)[CH:14]=[CH:15][CH:16]=2)=[O:4])=[CH:32][CH:33]=1)([CH3:25])([CH3:23])[CH3:24]. The catalyst class is: 2. (2) Reactant: [Br:1][C:2]1[CH:19]=[CH:18][C:5]([CH2:6][CH:7]2[C:11](=[O:12])[CH:10]=[C:9]([O:13]CC(C)C)[CH2:8]2)=[CH:4][CH:3]=1. Product: [Br:1][C:2]1[CH:3]=[CH:4][C:5]([CH2:6][CH:7]2[C:11](=[O:12])[CH:10]=[C:9]([OH:13])[CH2:8]2)=[CH:18][CH:19]=1. The catalyst class is: 21. (3) Reactant: [OH:1][C:2]([CH:5]1[CH2:8][N:7](C(OC(C)(C)C)=O)[CH2:6]1)([CH3:4])[CH3:3].[ClH:16].O1CCOCC1. Product: [ClH:16].[NH:7]1[CH2:8][CH:5]([C:2]([OH:1])([CH3:4])[CH3:3])[CH2:6]1. The catalyst class is: 2. (4) Reactant: [NH:1]1[CH:5]=[C:4]([C:6]2[C:7]([C:15]3[CH:20]=[CH:19][CH:18]=[CH:17][CH:16]=3)=[N:8][O:9][C:10]=2[C:11]([F:14])([F:13])[F:12])[N:3]=[CH:2]1.F[C:22]1[CH:27]=[CH:26][C:25]([C:28]([F:31])([F:30])[F:29])=[CH:24][CH:23]=1.C(=O)([O-])[O-].[K+].[K+].O. Product: [C:15]1([C:7]2[C:6]([C:4]3[N:3]=[CH:2][N:1]([C:22]4[CH:27]=[CH:26][C:25]([C:28]([F:31])([F:30])[F:29])=[CH:24][CH:23]=4)[CH:5]=3)=[C:10]([C:11]([F:14])([F:12])[F:13])[O:9][N:8]=2)[CH:16]=[CH:17][CH:18]=[CH:19][CH:20]=1. The catalyst class is: 3.